From a dataset of Full USPTO retrosynthesis dataset with 1.9M reactions from patents (1976-2016). Predict the reactants needed to synthesize the given product. (1) Given the product [CH2:12]([O:19][C:20]1[CH:25]=[CH:24][C:23]([C:2]2[CH:7]=[CH:6][C:5]([C:8]([F:11])([F:10])[F:9])=[CH:4][N:3]=2)=[CH:22][CH:21]=1)[C:13]1[CH:18]=[CH:17][CH:16]=[CH:15][CH:14]=1, predict the reactants needed to synthesize it. The reactants are: Cl[C:2]1[CH:7]=[CH:6][C:5]([C:8]([F:11])([F:10])[F:9])=[CH:4][N:3]=1.[CH2:12]([O:19][C:20]1[CH:25]=[CH:24][C:23](B(O)O)=[CH:22][CH:21]=1)[C:13]1[CH:18]=[CH:17][CH:16]=[CH:15][CH:14]=1.[F-].[Cs+]. (2) The reactants are: Br[C:2]1[CH:11]=[CH:10][C:5]2[N:6]([CH3:9])[CH:7]=[N:8][C:4]=2[CH:3]=1.C([O-])(=O)C.[K+].[CH3:17][C:18]1([CH3:34])[C:22]([CH3:24])([CH3:23])[O:21][B:20]([B:20]2[O:21][C:22]([CH3:24])([CH3:23])[C:18]([CH3:34])([CH3:17])[O:19]2)[O:19]1. Given the product [CH3:9][N:6]1[C:5]2[CH:10]=[CH:11][C:2]([B:20]3[O:21][C:22]([CH3:24])([CH3:23])[C:18]([CH3:34])([CH3:17])[O:19]3)=[CH:3][C:4]=2[N:8]=[CH:7]1, predict the reactants needed to synthesize it. (3) Given the product [C:1]([O:5][C:6](=[O:30])[N:7]([CH2:9][C:10]1[CH:14]=[C:13]([C:15]2[C:19]([C:31]#[N:32])=[CH:18][S:17][CH:16]=2)[N:12]([S:21]([C:24]2[CH:25]=[N:26][CH:27]=[CH:28][CH:29]=2)(=[O:23])=[O:22])[CH:11]=1)[CH3:8])([CH3:4])([CH3:3])[CH3:2], predict the reactants needed to synthesize it. The reactants are: [C:1]([O:5][C:6](=[O:30])[N:7]([CH2:9][C:10]1[CH:14]=[C:13]([C:15]2[C:19](Br)=[CH:18][S:17][CH:16]=2)[N:12]([S:21]([C:24]2[CH:25]=[N:26][CH:27]=[CH:28][CH:29]=2)(=[O:23])=[O:22])[CH:11]=1)[CH3:8])([CH3:4])([CH3:3])[CH3:2].[CH3:31][N:32](C)C=O. (4) Given the product [Br:1][C:2]1[C:11]2[C:10]([CH3:13])([CH3:12])[CH2:9][CH:8]=[C:7]([CH:14]([CH3:15])[CH3:16])[C:6]=2[CH:5]=[C:4](/[C:17](/[CH3:18])=[C:27](/[F:28])\[C:25]([O:24][CH2:23][CH3:22])=[O:26])[C:3]=1[O:20][CH3:21], predict the reactants needed to synthesize it. The reactants are: [Br:1][C:2]1[C:11]2[C:10]([CH3:13])([CH3:12])[CH2:9][CH:8]=[C:7]([CH:14]([CH3:16])[CH3:15])[C:6]=2[CH:5]=[C:4]([C:17](=O)[CH3:18])[C:3]=1[O:20][CH3:21].[CH3:22][CH2:23][O:24][C:25]([CH:27](P(OCC)(OCC)=O)[F:28])=[O:26].C([Li])CCC. (5) Given the product [NH2:89][C:90]1[CH:86]=[CH:85][C:84]([O:83][C:82]2[CH:81]=[CH:80][C:79]([CH2:99][C:100]([OH:102])=[O:101])=[CH:78][C:77]=2[Cl:76])=[C:92]([N+:93]([O-:95])=[O:94])[CH:91]=1, predict the reactants needed to synthesize it. The reactants are: NC1C(OC2C=CC(CC(O)=O)=CC=2Cl)=CC=C2C=1C=C(CCC)N2.NC1C(OC2C=CC(CC(O)=O)=CC=2Cl)=CC=C2C=1C(CC)=C(C)N2.NC1C=C2C(C(CC)=C(C)N2)=CC=1OC1C=CC(CC(O)=O)=CC=1Cl.[Cl:76][C:77]1[CH:78]=[C:79]([CH2:99][C:100]([OH:102])=[O:101])[CH:80]=[CH:81][C:82]=1[O:83][C:84]1[CH:85]=[C:86]2[C:90](=[CH:91][C:92]=1[N+:93]([O-:95])=[O:94])[NH:89]C(C)=C2CC.O.O.[Sn](Cl)(Cl)(Cl)Cl.[OH-].[Na+]. (6) Given the product [Cl:1][C:2]1[CH:3]=[C:4]([CH:12]([CH2:16][C@H:17]2[CH2:21][CH2:20][C:19]([F:23])([F:22])[CH2:18]2)[C:13]([Cl:27])=[O:14])[CH:5]=[CH:6][C:7]=1[S:8]([CH3:11])(=[O:10])=[O:9], predict the reactants needed to synthesize it. The reactants are: [Cl:1][C:2]1[CH:3]=[C:4]([CH:12]([CH2:16][C@H:17]2[CH2:21][CH2:20][C:19]([F:23])([F:22])[CH2:18]2)[C:13](O)=[O:14])[CH:5]=[CH:6][C:7]=1[S:8]([CH3:11])(=[O:10])=[O:9].C(Cl)(=O)C([Cl:27])=O. (7) Given the product [CH3:1][S:2](=[N:3][C:4]1[S:5][C:29]2[CH2:21][CH2:22][C:23]3[C:24]([C:28]=2[N:6]=1)=[N:25][O:26][N:27]=3)(=[O:19])[CH:7]([C:9]1[CH:10]=[N:11][C:12]([C:15]([F:17])([F:18])[F:16])=[CH:13][CH:14]=1)[CH3:8], predict the reactants needed to synthesize it. The reactants are: [CH3:1][S:2](=[O:19])([CH:7]([C:9]1[CH:10]=[N:11][C:12]([C:15]([F:18])([F:17])[F:16])=[CH:13][CH:14]=1)[CH3:8])=[N:3][C:4]([NH2:6])=[S:5].Br[CH:21]1[CH2:29][CH2:28][C:24]2=[N:25][O:26][N:27]=[C:23]2[C:22]1=O. (8) Given the product [C:38]([N:31]1[CH2:30][CH2:29][N:28]([C:26]([C:23]2[CH:22]=[CH:21][C:20]([C:16]3[CH:15]=[C:14]([Cl:34])[C:13]([CH2:12][CH:9]4[CH2:10][CH2:11][N:7]([CH:1]5[CH2:6][CH2:5][CH2:4][CH2:3][CH2:2]5)[C:8]4=[O:35])=[C:18]([Cl:19])[CH:17]=3)=[CH:25][CH:24]=2)=[O:27])[CH2:33][CH2:32]1)(=[O:40])[CH3:39], predict the reactants needed to synthesize it. The reactants are: [CH:1]1([N:7]2[CH2:11][CH2:10][CH:9]([CH2:12][C:13]3[C:18]([Cl:19])=[CH:17][C:16]([C:20]4[CH:25]=[CH:24][C:23]([C:26]([N:28]5[CH2:33][CH2:32][NH:31][CH2:30][CH2:29]5)=[O:27])=[CH:22][CH:21]=4)=[CH:15][C:14]=3[Cl:34])[C:8]2=[O:35])[CH2:6][CH2:5][CH2:4][CH2:3][CH2:2]1.[OH-].[Na+].[C:38](Cl)(=[O:40])[CH3:39].